Predict the product of the given reaction. From a dataset of Forward reaction prediction with 1.9M reactions from USPTO patents (1976-2016). (1) Given the reactants O[N:2]=[C:3]1[C:12]2[C:7](=[CH:8][CH:9]=[CH:10][CH:11]=2)[CH2:6][CH2:5][CH2:4]1.[OH2:13], predict the reaction product. The product is: [NH:2]1[C:3]2[CH:4]=[CH:5][CH:6]=[CH:7][C:12]=2[CH2:11][CH2:10][CH2:9][C:8]1=[O:13]. (2) Given the reactants [CH3:1][C@H:2](NC)[C@H:3](O)[C:4]1[CH:5]=[CH:6][CH:7]=[CH:8][CH:9]=1.S(=O)(=O)([O-])N.[NH4+].[NH2:19][C:20]([NH2:22])=[O:21].[CH3:23]N1C(=O)CCC1, predict the reaction product. The product is: [CH3:23][N:19]1[CH:2]([CH3:1])[CH:3]([C:4]2[CH:5]=[CH:6][CH:7]=[CH:8][CH:9]=2)[NH:22][C:20]1=[O:21].